Dataset: Forward reaction prediction with 1.9M reactions from USPTO patents (1976-2016). Task: Predict the product of the given reaction. (1) Given the reactants [CH2:1]([O:3][C:4](=[O:27])[CH:5]([C:13]1[CH:18]=[CH:17][CH:16]=[C:15]([O:19][CH2:20][C:21]2[CH:26]=[CH:25][CH:24]=[CH:23][CH:22]=2)[CH:14]=1)[C:6](=O)C(OCC)=O)[CH3:2].C=O.C(=O)([O-])[O-].[K+].[K+], predict the reaction product. The product is: [CH2:1]([O:3][C:4](=[O:27])[C:5]([C:13]1[CH:18]=[CH:17][CH:16]=[C:15]([O:19][CH2:20][C:21]2[CH:26]=[CH:25][CH:24]=[CH:23][CH:22]=2)[CH:14]=1)=[CH2:6])[CH3:2]. (2) The product is: [CH:1]1([C:4]2[O:10][N:14]=[CH:13][C:5]=2[C:6]([OH:8])=[O:7])[CH2:3][CH2:2]1. Given the reactants [CH:1]1([C:4](=[O:10])[CH2:5][C:6]([O:8]C)=[O:7])[CH2:3][CH2:2]1.CO[CH:13](OC)[N:14](C)C.O.Cl.NO, predict the reaction product. (3) Given the reactants [NH:1]1[CH2:6][CH2:5][CH:4]([CH2:7][N:8]2[C:16]3[C:11](=[CH:12][CH:13]=[CH:14][CH:15]=3)[C:10]3([CH2:20][O:19][C:18]4[CH:21]=[C:22]5[C:26](=[CH:27][C:17]3=4)[CH2:25][CH2:24][O:23]5)[C:9]2=[O:28])[CH2:3][CH2:2]1.[CH:29](=O)[CH3:30].C(O[BH-](OC(=O)C)OC(=O)C)(=O)C.[Na+], predict the reaction product. The product is: [CH2:29]([N:1]1[CH2:6][CH2:5][CH:4]([CH2:7][N:8]2[C:16]3[C:11](=[CH:12][CH:13]=[CH:14][CH:15]=3)[C:10]3([CH2:20][O:19][C:18]4[CH:21]=[C:22]5[C:26](=[CH:27][C:17]3=4)[CH2:25][CH2:24][O:23]5)[C:9]2=[O:28])[CH2:3][CH2:2]1)[CH3:30]. (4) Given the reactants C(N(C(C)C)CC)(C)C.[Cl:10][C:11]1[CH:39]=[CH:38][C:14]([CH2:15][NH:16][C:17]([C:19]2[C:20](=[O:37])[C:21]3[S:34][C:33]([CH2:35]Cl)=[CH:32][C:22]=3[N:23]([CH2:25][C:26]([N:28]([O:30][CH3:31])[CH3:29])=[O:27])[CH:24]=2)=[O:18])=[CH:13][CH:12]=1.[O:40]1[CH:44]=[CH:43][CH:42]=[C:41]1[CH:45]([OH:49])[CH2:46][NH:47][CH3:48].O, predict the reaction product. The product is: [Cl:10][C:11]1[CH:39]=[CH:38][C:14]([CH2:15][NH:16][C:17]([C:19]2[C:20](=[O:37])[C:21]3[S:34][C:33]([CH2:35][N:47]([CH2:46][CH:45]([C:41]4[O:40][CH:44]=[CH:43][CH:42]=4)[OH:49])[CH3:48])=[CH:32][C:22]=3[N:23]([CH2:25][C:26]([N:28]([O:30][CH3:31])[CH3:29])=[O:27])[CH:24]=2)=[O:18])=[CH:13][CH:12]=1.